This data is from Reaction yield outcomes from USPTO patents with 853,638 reactions. The task is: Predict the reaction yield, written as a fraction of the theoretical maximum amount of product (1.0 means a 100% yield; for example, 0.34 means a 34% yield). The catalyst is O1CCCC1.C(OCC)(=O)C. The yield is 0.650. The product is [Cl:51][C:30]1[C:31]([O:32][C:33]2[CH:47]=[CH:46][C:36]3[N:37]=[C:38]([NH:40][C:41]([CH:43]4[CH2:45][CH2:44]4)=[O:42])[S:39][C:35]=3[C:34]=2[C:48]#[N:49])=[CH:50][C:27]([NH:26][C:7](=[O:9])[C:6]2[CH:10]=[CH:11][CH:12]=[C:4]([O:3][C:2]([F:1])([F:14])[F:13])[CH:5]=2)=[C:28]([F:52])[CH:29]=1. The reactants are [F:1][C:2]([F:14])([F:13])[O:3][C:4]1[CH:5]=[C:6]([CH:10]=[CH:11][CH:12]=1)[C:7]([OH:9])=O.C(Cl)(=O)C(Cl)=O.CN(C)C=O.[NH2:26][C:27]1[C:28]([F:52])=[CH:29][C:30]([Cl:51])=[C:31]([CH:50]=1)[O:32][C:33]1[CH:47]=[CH:46][C:36]2[N:37]=[C:38]([NH:40][C:41]([CH:43]3[CH2:45][CH2:44]3)=[O:42])[S:39][C:35]=2[C:34]=1[C:48]#[N:49].